Dataset: NCI-60 drug combinations with 297,098 pairs across 59 cell lines. Task: Regression. Given two drug SMILES strings and cell line genomic features, predict the synergy score measuring deviation from expected non-interaction effect. Drug 1: CC1OCC2C(O1)C(C(C(O2)OC3C4COC(=O)C4C(C5=CC6=C(C=C35)OCO6)C7=CC(=C(C(=C7)OC)O)OC)O)O. Drug 2: CN1C=C(C=N1)C2=C3N=C(C(=C(N3N=C2)N)Br)C4CCCNC4. Cell line: NCI-H460. Synergy scores: CSS=49.5, Synergy_ZIP=-0.412, Synergy_Bliss=-1.05, Synergy_Loewe=-0.137, Synergy_HSA=2.08.